Dataset: Reaction yield outcomes from USPTO patents with 853,638 reactions. Task: Predict the reaction yield, written as a fraction of the theoretical maximum amount of product (1.0 means a 100% yield; for example, 0.34 means a 34% yield). (1) The reactants are [CH3:1][N:2]([CH3:16])[S:3]([C:6]1[CH:15]=[CH:14][C:9]2[N:10]=[C:11]([CH3:13])[S:12][C:8]=2[CH:7]=1)(=[O:5])=[O:4].[CH2:17]1[CH2:24][O:23][S:20](=[O:22])(=[O:21])[CH2:19][CH2:18]1. No catalyst specified. The product is [CH3:16][N:2]([CH3:1])[S:3]([C:6]1[CH:15]=[CH:14][C:9]2[N+:10]([CH2:24][CH2:17][CH2:18][CH2:19][S:20]([O-:23])(=[O:22])=[O:21])=[C:11]([CH3:13])[S:12][C:8]=2[CH:7]=1)(=[O:4])=[O:5]. The yield is 0.920. (2) The reactants are [NH2:1][C@H:2]([C:6]1[CH:11]=[CH:10][CH:9]=[CH:8][CH:7]=1)[C:3]([OH:5])=[O:4].[OH-].[Na+].O.Cl[C:16]([O:18][CH3:19])=[O:17]. The catalyst is C1(C)C=CC=CC=1. The product is [CH3:19][O:18][C:16]([NH:1][C@H:2]([C:6]1[CH:11]=[CH:10][CH:9]=[CH:8][CH:7]=1)[C:3]([OH:5])=[O:4])=[O:17]. The yield is 0.620. (3) The yield is 0.340. The reactants are [Cl:1][C:2]1[CH:3]=[C:4]([CH:32]=[CH:33][CH:34]=1)[CH2:5][N:6]1[C:10]2=[C:11]([N:20]3[CH2:29][CH2:28][C:27]4[C:22](=[CH:23][CH:24]=[CH:25][CH:26]=4)[CH2:21]3)[N:12]=[C:13]([C:15]3[NH:19][N:18]=[N:17][N:16]=3)[CH:14]=[C:9]2[C:8]([CH3:30])=[C:7]1[CH3:31].[C:35](=O)([O-])[O-].[K+].[K+].CN(C)C=O.IC. The product is [Cl:1][C:2]1[CH:3]=[C:4]([CH:32]=[CH:33][CH:34]=1)[CH2:5][N:6]1[C:10]2=[C:11]([N:20]3[CH2:29][CH2:28][C:27]4[C:22](=[CH:23][CH:24]=[CH:25][CH:26]=4)[CH2:21]3)[N:12]=[C:13]([C:15]3[N:19]([CH3:35])[N:18]=[N:17][N:16]=3)[CH:14]=[C:9]2[C:8]([CH3:30])=[C:7]1[CH3:31]. The catalyst is O. (4) The reactants are [Br:1][C:2]1[CH:3]=[C:4]2[C:8](=[CH:9][CH:10]=1)[N:7]([CH:11]1[CH2:16][CH2:15][CH2:14][CH2:13][O:12]1)[N:6]=[C:5]2[CH:17]=O.C([N:21](CC)CC)C.Cl.NO.ClC(Cl)(Cl)C(Cl)=O.[Cl-].[Na+]. The catalyst is CC#N. The product is [Br:1][C:2]1[CH:3]=[C:4]2[C:8](=[CH:9][CH:10]=1)[N:7]([CH:11]1[CH2:16][CH2:15][CH2:14][CH2:13][O:12]1)[N:6]=[C:5]2[C:17]#[N:21]. The yield is 0.860. (5) The reactants are [C:1]([O:5][C:6]([N:8]1[CH2:13][CH2:12][N:11]([C:14]2[CH:15]=[N:16][C:17]([NH:20][C:21]3[N:22]=[CH:23][C:24]4[C:30]([CH3:31])=[C:29](Br)[C:28](=[O:33])[N:27]([CH:34]5[CH2:38][CH2:37][CH2:36][CH2:35]5)[C:25]=4[N:26]=3)=[CH:18][CH:19]=2)[CH2:10][C:9]1([CH3:40])[CH3:39])=[O:7])([CH3:4])([CH3:3])[CH3:2].C([Sn](CCCC)(CCCC)[C:46]([O:48][CH2:49][CH3:50])=[CH2:47])CCC. The catalyst is C1(C)C=CC=CC=1.C1C=CC([P]([Pd]([P](C2C=CC=CC=2)(C2C=CC=CC=2)C2C=CC=CC=2)([P](C2C=CC=CC=2)(C2C=CC=CC=2)C2C=CC=CC=2)[P](C2C=CC=CC=2)(C2C=CC=CC=2)C2C=CC=CC=2)(C2C=CC=CC=2)C2C=CC=CC=2)=CC=1. The product is [C:1]([O:5][C:6]([N:8]1[CH2:13][CH2:12][N:11]([C:14]2[CH:15]=[N:16][C:17]([NH:20][C:21]3[N:22]=[CH:23][C:24]4[C:30]([CH3:31])=[C:29]([C:46]([O:48][CH2:49][CH3:50])=[CH2:47])[C:28](=[O:33])[N:27]([CH:34]5[CH2:38][CH2:37][CH2:36][CH2:35]5)[C:25]=4[N:26]=3)=[CH:18][CH:19]=2)[CH2:10][C:9]1([CH3:40])[CH3:39])=[O:7])([CH3:4])([CH3:3])[CH3:2]. The yield is 0.990. (6) The reactants are P(Cl)(Cl)(Cl)=O.[Cl:6][C:7]1[CH:8]=[CH:9][C:10]2[NH:16][C:15](=O)[C:14]3=[CH:18][C:19]([S:21][CH3:22])=[CH:20][N:13]3[CH2:12][C:11]=2[CH:23]=1.C(=O)([O-])[O-].[Cs+].[Cs+].[NH:30]1[CH2:35][CH2:34][NH:33][CH2:32][CH2:31]1.[Cl-].[NH4+]. The catalyst is C(Cl)(Cl)Cl.C(#N)C. The product is [Cl:6][C:7]1[CH:8]=[CH:9][C:10]2[N:16]=[C:15]([N:30]3[CH2:35][CH2:34][NH:33][CH2:32][CH2:31]3)[C:14]3=[CH:18][C:19]([S:21][CH3:22])=[CH:20][N:13]3[CH2:12][C:11]=2[CH:23]=1. The yield is 0.600. (7) The reactants are [CH3:1][CH:2]([C:8](=[O:10])[CH3:9])[C:3]([O:5][CH2:6][CH3:7])=[O:4].C(OCC)(=O)CC(C)=O. No catalyst specified. The product is [CH3:1][CH:2]([CH:8]([OH:10])[CH3:9])[C:3]([O:5][CH2:6][CH3:7])=[O:4]. The yield is 0.600. (8) The reactants are C(=O)([O-])[O-].[K+].[K+].CC1(C)C(C)(C)OB([C:15]2[CH:20]=[CH:19][C:18]([N:21]3[N:25]=[N:24][CH:23]=[N:22]3)=[CH:17][CH:16]=2)O1.[F:27][C:28]1[C:29](I)=[CH:30][C:31](=[O:52])[N:32]([CH2:34][CH2:35][C@@:36]([CH3:51])([S:47]([CH3:50])(=[O:49])=[O:48])[C:37]([NH:39][O:40][CH:41]2[CH2:46][CH2:45][CH2:44][CH2:43][O:42]2)=[O:38])[CH:33]=1. The catalyst is O1CCOCC1.O.[Pd]. The product is [F:27][C:28]1[C:29]([C:15]2[CH:16]=[CH:17][C:18]([N:21]3[N:25]=[N:24][CH:23]=[N:22]3)=[CH:19][CH:20]=2)=[CH:30][C:31](=[O:52])[N:32]([CH2:34][CH2:35][C@@:36]([CH3:51])([S:47]([CH3:50])(=[O:48])=[O:49])[C:37]([NH:39][O:40][CH:41]2[CH2:46][CH2:45][CH2:44][CH2:43][O:42]2)=[O:38])[CH:33]=1. The yield is 0.980. (9) The yield is 0.700. The product is [Cl:1][C:2]1[CH:7]=[N:6][C:5]2[N:8]([S:21]([C:24]3[CH:30]=[CH:29][C:27]([CH3:28])=[CH:26][CH:25]=3)(=[O:23])=[O:22])[CH:9]=[C:10]([I:13])[C:4]=2[C:3]=1[CH:11]=[O:12]. The catalyst is CCO.O.CCOC(C)=O. The reactants are [Cl:1][C:2]1[CH:7]=[N:6][C:5]2[NH:8][CH:9]=[CH:10][C:4]=2[C:3]=1[CH:11]=[O:12].[I:13]I.[I-].[Na+].[OH-].[Na+].[H-].[Na+].[S:21](Cl)([C:24]1[CH:30]=[CH:29][C:27]([CH3:28])=[CH:26][CH:25]=1)(=[O:23])=[O:22]. (10) The reactants are [F:1][C:2]([F:12])([F:11])[C:3]1[CH:7]=[C:6]([C:8]([OH:10])=[O:9])[NH:5][N:4]=1.[C:13](Cl)(C)=O. The catalyst is CO. The product is [F:12][C:2]([F:1])([F:11])[C:3]1[CH:7]=[C:6]([C:8]([O:10][CH3:13])=[O:9])[NH:5][N:4]=1. The yield is 0.930.